This data is from Forward reaction prediction with 1.9M reactions from USPTO patents (1976-2016). The task is: Predict the product of the given reaction. (1) Given the reactants [NH:1]1[C:9]2[C:4](=[CH:5][CH:6]=[CH:7][CH:8]=2)[C:3]([C:10]2[CH2:11][CH2:12][N:13]([CH2:16][CH2:17]CN3C(=O)N4C=CC=CC4=N3)[CH2:14][CH:15]=2)=[CH:2]1.[O:29]=[C:30]1[N:34]2[CH:35]=[CH:36][CH:37]=[CH:38][C:33]2=[N:32][N:31]1CCOS(C1C=CC(C)=CC=1)(=O)=O.N1CCC(C2C3C(=CC=CC=3)NC=2)CC1, predict the reaction product. The product is: [NH:1]1[C:9]2[C:4](=[CH:5][CH:6]=[CH:7][CH:8]=2)[C:3]([CH:10]2[CH2:15][CH2:14][N:13]([CH2:16][CH2:17][N:31]3[C:30](=[O:29])[N:34]4[CH:35]=[CH:36][CH:37]=[CH:38][C:33]4=[N:32]3)[CH2:12][CH2:11]2)=[CH:2]1. (2) Given the reactants C(OC1C=CC([C@@H](O)CNCCC2C=CC(NC(C3C=C(S(C4C=C5C(=C(C)C=4)N=CC(C(N)=O)=C5NC4C=CC=C(OC)C=4)(=O)=O)C=CC=3)=O)=CC=2)=C2C=1NC(=O)C=C2)C1C=CC=CC=1.[CH2:67]([O:74][C:75]1[CH:76]=[CH:77][C:78]([C@@H:86]([O:136][Si](C(C)(C)C)(C)C)[CH2:87][NH:88][C:89]([CH3:135])([CH3:134])[CH2:90][C:91]2[CH:92]=[C:93]([CH:131]=[CH:132][CH:133]=2)[C:94]([N:96]([CH2:98][C:99]2[CH:100]=[C:101]([S:105]([C:108]3[CH:109]=[C:110]4[C:115](=[C:116]([CH3:118])[CH:117]=3)[N:114]=[CH:113][C:112]([C:119]([NH2:121])=[O:120])=[C:111]4[NH:122][C:123]3[CH:128]=[CH:127][CH:126]=[C:125]([O:129][CH3:130])[CH:124]=3)(=[O:107])=[O:106])[CH:102]=[CH:103][CH:104]=2)[CH3:97])=[O:95])=[C:79]2[C:84]=1[NH:83][C:82](=[O:85])[CH:81]=[CH:80]2)[C:68]1[CH:73]=[CH:72][CH:71]=[CH:70][CH:69]=1, predict the reaction product. The product is: [CH2:67]([O:74][C:75]1[CH:76]=[CH:77][C:78]([C@@H:86]([OH:136])[CH2:87][NH:88][C:89]([CH3:134])([CH3:135])[CH2:90][C:91]2[CH:92]=[C:93]([CH:131]=[CH:132][CH:133]=2)[C:94]([N:96]([CH2:98][C:99]2[CH:100]=[C:101]([S:105]([C:108]3[CH:109]=[C:110]4[C:115](=[C:116]([CH3:118])[CH:117]=3)[N:114]=[CH:113][C:112]([C:119]([NH2:121])=[O:120])=[C:111]4[NH:122][C:123]3[CH:128]=[CH:127][CH:126]=[C:125]([O:129][CH3:130])[CH:124]=3)(=[O:107])=[O:106])[CH:102]=[CH:103][CH:104]=2)[CH3:97])=[O:95])=[C:79]2[C:84]=1[NH:83][C:82](=[O:85])[CH:81]=[CH:80]2)[C:68]1[CH:69]=[CH:70][CH:71]=[CH:72][CH:73]=1. (3) Given the reactants Cl.[CH2:2]([CH:5]1[CH2:10][CH2:9][CH2:8][NH:7][CH2:6]1)[CH2:3][CH3:4].[C:11]([O:15][C:16](=[O:26])[NH:17][C@@H:18]1[CH2:23][CH2:22][CH2:21][CH2:20][C@H:19]1[CH:24]=O)([CH3:14])([CH3:13])[CH3:12].C(O[BH-](OC(=O)C)OC(=O)C)(=O)C.[Na+].[OH-].[Na+], predict the reaction product. The product is: [C:11]([O:15][C:16](=[O:26])[NH:17][C@@H:18]1[CH2:23][CH2:22][CH2:21][CH2:20][C@H:19]1[CH2:24][N:7]1[CH2:8][CH2:9][CH2:10][CH:5]([CH2:2][CH2:3][CH3:4])[CH2:6]1)([CH3:14])([CH3:12])[CH3:13]. (4) Given the reactants Cl[CH2:2][CH2:3][CH2:4][O:5][C:6]1[C:14]2[C:9](=[N:10][CH:11]=[N:12][C:13]=2[NH:15][C:16]2[CH:21]=[CH:20][C:19]([O:22][CH2:23][C:24]3[CH:29]=[CH:28][CH:27]=[CH:26][N:25]=3)=[C:18]([Cl:30])[CH:17]=2)[NH:8][N:7]=1.[NH:31]1[CH2:35][CH2:34][CH2:33][C@@H:32]1[CH2:36][OH:37], predict the reaction product. The product is: [Cl:30][C:18]1[CH:17]=[C:16]([NH:15][C:13]2[N:12]=[CH:11][N:10]=[C:9]3[NH:8][N:7]=[C:6]([O:5][CH2:4][CH2:3][CH2:2][N:31]4[CH2:35][CH2:34][CH2:33][C@@H:32]4[CH2:36][OH:37])[C:14]=23)[CH:21]=[CH:20][C:19]=1[O:22][CH2:23][C:24]1[CH:29]=[CH:28][CH:27]=[CH:26][N:25]=1. (5) Given the reactants [H-].[Na+].[CH2:3]([O:5][C:6](=[O:22])[CH:7]([O:11][C:12]1[CH:20]=[CH:19][CH:18]=[C:17]2[C:13]=1[CH:14]=[C:15]([CH3:21])[NH:16]2)[CH:8]([CH3:10])[CH3:9])[CH3:4].[Br:23][CH:24](Br)[CH2:25][CH2:26][CH2:27][CH2:28][CH2:29][CH2:30][CH2:31][CH2:32][CH2:33][CH2:34][CH3:35], predict the reaction product. The product is: [CH2:3]([O:5][C:6](=[O:22])[CH:7]([O:11][C:12]1[CH:20]=[CH:19][CH:18]=[C:17]2[C:13]=1[CH:14]=[C:15]([CH3:21])[N:16]2[CH2:35][CH2:34][CH2:33][CH2:32][CH2:31][CH2:30][CH2:29][CH2:28][CH2:27][CH2:26][CH2:25][CH2:24][Br:23])[CH:8]([CH3:9])[CH3:10])[CH3:4]. (6) Given the reactants [CH2:1]([C:3]1([CH2:13][C:14]2([C:17]([F:20])([F:19])[F:18])[CH2:16][O:15]2)[C:12]2[C:7](=[CH:8][CH:9]=[CH:10][CH:11]=2)[CH2:6][CH2:5][CH2:4]1)[CH3:2].[CH3:21][C:22]1[CH:31]=[CH:30][C:29]2[C:28]([NH2:32])=[CH:27][CH:26]=[CH:25][C:24]=2[N:23]=1, predict the reaction product. The product is: [CH2:1]([C:3]1([CH2:13][C:14]([CH2:16][NH:32][C:28]2[CH:27]=[CH:26][CH:25]=[C:24]3[C:29]=2[CH:30]=[CH:31][C:22]([CH3:21])=[N:23]3)([OH:15])[C:17]([F:20])([F:19])[F:18])[C:12]2[C:7](=[CH:8][CH:9]=[CH:10][CH:11]=2)[CH2:6][CH2:5][CH2:4]1)[CH3:2]. (7) The product is: [CH2:21]([O:20][C:18]([CH:15]1[CH2:16][CH2:17][N:12]([C:7]2[CH:6]=[CH:5][C:4]3[C:9](=[CH:10][CH:11]=[C:2]([Cl:1])[C:3]=3[C:23]([NH:35][CH2:34][CH2:33][C:28]3[CH:29]=[CH:30][CH:31]=[CH:32][C:27]=3[Cl:26])=[O:25])[N:8]=2)[CH2:13][CH2:14]1)=[O:19])[CH3:22]. Given the reactants [Cl:1][C:2]1[CH:11]=[CH:10][C:9]2[N:8]=[C:7]([N:12]3[CH2:17][CH2:16][CH:15]([C:18]([O:20][CH2:21][CH3:22])=[O:19])[CH2:14][CH2:13]3)[CH:6]=[CH:5][C:4]=2[C:3]=1[C:23]([OH:25])=O.[Cl:26][C:27]1[CH:32]=[CH:31][CH:30]=[CH:29][C:28]=1[CH2:33][CH2:34][NH2:35], predict the reaction product. (8) Given the reactants Cl[C:2](=O)[C:3]([O:5][CH2:6][CH3:7])=[O:4].[NH:9]([C:11](=[S:13])[NH2:12])[NH2:10], predict the reaction product. The product is: [NH2:12][C:11]1[S:13][C:2]([C:3]([O:5][CH2:6][CH3:7])=[O:4])=[N:10][N:9]=1. (9) Given the reactants [Br:1][C:2]1[CH:3]=[CH:4][C:5](F)=[C:6]([N+:8]([O-:10])=[O:9])[CH:7]=1.C(N(CC)CC)C.N[CH:20]1[CH2:25][CH2:24][O:23][CH2:22][CH2:21]1.C(O)C, predict the reaction product. The product is: [Br:1][C:2]1[CH:3]=[CH:4][C:5]([CH:20]2[CH2:25][CH2:24][O:23][CH2:22][CH2:21]2)=[C:6]([N+:8]([O-:10])=[O:9])[CH:7]=1. (10) Given the reactants [CH3:1][O:2][C:3](=[O:25])[C:4]1[CH:9]=[CH:8][C:7]([NH:10][CH:11]([CH2:14][CH3:15])[CH2:12][CH3:13])=[C:6]([NH:16][C:17](=O)[CH2:18][C:19]2[O:20][CH:21]=[CH:22][CH:23]=2)[CH:5]=1.Cl, predict the reaction product. The product is: [CH3:1][O:2][C:3]([C:4]1[CH:9]=[CH:8][C:7]2[N:10]([CH:11]([CH2:14][CH3:15])[CH2:12][CH3:13])[C:17]([CH2:18][C:19]3[O:20][CH:21]=[CH:22][CH:23]=3)=[N:16][C:6]=2[CH:5]=1)=[O:25].